This data is from Full USPTO retrosynthesis dataset with 1.9M reactions from patents (1976-2016). The task is: Predict the reactants needed to synthesize the given product. (1) Given the product [F:53][C:52]([F:54])([F:55])[C:50]1[CH:51]=[C:46]([NH:43][C:13]([N:15]2[CH2:20][CH2:19][N:18]([C:21]3[C:26]([O:27][CH2:28][C:29]4[CH:34]=[CH:33][N:32]=[C:31]([F:35])[CH:30]=4)=[N:25][CH:24]=[CH:23][N:22]=3)[CH2:17][CH2:16]2)=[O:12])[CH:47]=[C:48]([C:56]([F:57])([F:59])[F:58])[CH:49]=1, predict the reactants needed to synthesize it. The reactants are: C(O)(C(F)(F)F)=O.C([O:12][C:13]([N:15]1[CH2:20][CH2:19][N:18]([C:21]2[C:26]([O:27][CH2:28][C:29]3[CH:34]=[CH:33][N:32]=[C:31]([F:35])[CH:30]=3)=[N:25][CH:24]=[CH:23][N:22]=2)[CH2:17][CH2:16]1)=O)(C)(C)C.C(N(CC)CC)C.[N:43]([C:46]1[CH:51]=[C:50]([C:52]([F:55])([F:54])[F:53])[CH:49]=[C:48]([C:56]([F:59])([F:58])[F:57])[CH:47]=1)=C=O. (2) Given the product [CH2:1]([O:3][C:4]1[CH:5]=[CH:6][C:7]([F:20])=[C:8]([C:10]2[CH:15]=[C:14]([CH3:16])[N:13]=[C:12](/[CH:17]=[N:21]/[CH:22]3[CH2:26][CH2:25][N:24]([CH3:27])[C:23]3=[O:28])[C:11]=2[CH3:19])[CH:9]=1)[CH3:2], predict the reactants needed to synthesize it. The reactants are: [CH2:1]([O:3][C:4]1[CH:5]=[CH:6][C:7]([F:20])=[C:8]([C:10]2[CH:15]=[C:14]([CH3:16])[N:13]=[C:12]([CH:17]=O)[C:11]=2[CH3:19])[CH:9]=1)[CH3:2].[NH2:21][CH:22]1[CH2:26][CH2:25][N:24]([CH3:27])[C:23]1=[O:28].S([O-])([O-])(=O)=O.[Mg+2]. (3) Given the product [CH3:20][C:2]([CH3:1])([CH2:12][O:13][CH:14]1[CH2:19][CH2:18][CH2:17][CH2:16][O:15]1)[C:3]([C:4]1[CH:37]([C:36]2[C:35]([O:34][CH3:33])=[N:42][CH:41]=[CH:40][CH:39]=2)[N:30]([C:29]2[CH:31]=[CH:32][C:26]([C:23]3[CH:24]=[CH:25][S:21][CH:22]=3)=[CH:27][CH:28]=2)[C:6](=[O:8])[C:5]=1[OH:10])=[O:11], predict the reactants needed to synthesize it. The reactants are: [CH3:1][C:2]([CH3:20])([CH2:12][O:13][CH:14]1[CH2:19][CH2:18][CH2:17][CH2:16][O:15]1)[C:3](=[O:11])[CH2:4][C:5](=[O:10])[C:6]([O:8]C)=O.[S:21]1[CH:25]=[CH:24][C:23]([C:26]2[CH:32]=[CH:31][C:29]([NH2:30])=[CH:28][CH:27]=2)=[CH:22]1.[CH3:33][O:34][C:35]1[N:42]=[CH:41][CH:40]=[CH:39][C:36]=1[CH:37]=O.C(O)(=O)C. (4) Given the product [NH2:9][C:4]1[N:3]=[C:2]([NH:10][CH2:11][CH2:12][CH2:13][N:14]2[CH2:18][CH2:17][CH2:16][C:15]2=[O:19])[CH:7]=[C:6]([Cl:8])[N:5]=1, predict the reactants needed to synthesize it. The reactants are: Cl[C:2]1[CH:7]=[C:6]([Cl:8])[N:5]=[C:4]([NH2:9])[N:3]=1.[NH2:10][CH2:11][CH2:12][CH2:13][N:14]1[CH2:18][CH2:17][CH2:16][C:15]1=[O:19].CCN(C(C)C)C(C)C. (5) Given the product [C:11]1([C:5]2[O:6][C:7]([CH2:8][CH2:9][CH3:10])=[C:3]([CH2:2][O:33][C:32]3[CH:9]=[CH:8][C:7]([CH:24]=[O:27])=[CH:3][CH:2]=3)[N:4]=2)[CH:16]=[CH:15][CH:14]=[CH:13][CH:12]=1, predict the reactants needed to synthesize it. The reactants are: Cl[CH2:2][C:3]1[N:4]=[C:5]([C:11]2[CH:16]=[CH:15][CH:14]=[CH:13][CH:12]=2)[O:6][C:7]=1[CH2:8][CH2:9][CH3:10].S([O-])([O-])(=O)=O.[Na+].[Na+].[C:24](=[O:27])([O-])[O-].[K+].[K+].CN(C)[CH:32]=[O:33]. (6) Given the product [OH:42][CH2:41][C:37]1[CH:36]=[C:35]([NH:34][C:7]2[C:8]3[CH2:28][N:27]([C:29](=[O:31])[CH3:30])[CH2:26][CH2:25][C:9]=3[N:10]=[C:11]([NH:13][C:14]3[CH:15]=[CH:16][C:17]([C:20]4[O:24][CH:23]=[N:22][CH:21]=4)=[CH:18][CH:19]=3)[N:12]=2)[CH:40]=[CH:39][CH:38]=1, predict the reactants needed to synthesize it. The reactants are: FC(F)(F)S(O[C:7]1[C:8]2[CH2:28][N:27]([C:29](=[O:31])[CH3:30])[CH2:26][CH2:25][C:9]=2[N:10]=[C:11]([NH:13][C:14]2[CH:19]=[CH:18][C:17]([C:20]3[O:24][CH:23]=[N:22][CH:21]=3)=[CH:16][CH:15]=2)[N:12]=1)(=O)=O.[NH2:34][C:35]1[CH:36]=[C:37]([CH2:41][OH:42])[CH:38]=[CH:39][CH:40]=1. (7) Given the product [Cl:12][CH2:13][CH2:14][CH2:15][N:8]1[CH2:7][C:6](=[O:9])[N:8]([CH2:15][CH2:14][CH2:13][Cl:12])[CH2:7][C:6]1=[O:9], predict the reactants needed to synthesize it. The reactants are: [NH2:8][CH2:7][C:6](O[C:6](=[O:9])[CH2:7][NH2:8])=[O:9].[H-].[Na+].[Cl:12][CH2:13][CH2:14][CH2:15]Br.